Task: Predict the reactants needed to synthesize the given product.. Dataset: Full USPTO retrosynthesis dataset with 1.9M reactions from patents (1976-2016) Given the product [CH2:8]([O:12][C:13]1[N:21]=[C:20]2[C:16]([N:17]=[C:18]([O:22][CH3:23])[N:19]2[CH2:36][CH2:37][CH:38]2[CH2:43][CH2:42][CH2:41][CH2:40][O:39]2)=[C:15]([NH2:24])[N:14]=1)[CH2:9][CH2:10][CH3:11], predict the reactants needed to synthesize it. The reactants are: FC(F)(F)C(O)=O.[CH2:8]([O:12][C:13]1[N:21]=[C:20]2[C:16]([N:17]=[C:18]([O:22][CH3:23])[NH:19]2)=[C:15]([NH2:24])[N:14]=1)[CH2:9][CH2:10][CH3:11].C(=O)([O-])[O-].[K+].[K+].CS(O[CH2:36][CH2:37][CH:38]1[CH2:43][CH2:42][CH2:41][CH2:40][O:39]1)(=O)=O.